Task: Binary Classification. Given a miRNA mature sequence and a target amino acid sequence, predict their likelihood of interaction.. Dataset: Experimentally validated miRNA-target interactions with 360,000+ pairs, plus equal number of negative samples (1) Result: 0 (no interaction). The protein sequence of the target gene is MERPAPGEVVMSQAIQPAHATARGELSAGQLLKWIDTTACLAAEKHAGVSCVTASVDDIQFEETARVGQVITIKAKVTRAFSTSMEISIKVMVQDMLTGIEKLVSVAFSTFVAKPVGKEKIHLKPVTLLTEQDHVEHNLAAERRKVRLQHEDTFNNLMKESSKFDDLIFDEEEGAVSTRGTSVQSIELVLPPHANHHGNTFGGQIMAWMETVATISASRLCWAHPFLKSVDMFKFRGPSTVGDRLVFTAIVNNTFQTCVEVGVRVEAFDCQEWAEGRGRHINSAFLIYNAADDKENLITF.... The miRNA is cel-miR-82-3p with sequence UGAGAUCAUCGUGAAAGCCAGU. (2) Result: 1 (interaction). The protein sequence of the target gene is MPLNRTLSMSSLPGLEDWEDEFDLENAVLFEVAWEVANKVGGIYTVLQTKAKVTGDEWGDNYFLVGPYTEQGVRTQVELLEAPTPALKRTLDSMNSKGCKVYFGRWLIEGGPLVVLLDVGASAWALERWKGELWDTCNIGVPWYDREANDAVLFGFLTTWFLGEFLAQSEEKPHVVAHFHEWLAGVGLCLCRARRLPVATIFTTHATLLGRYLCAGAVDFYNNLENFNVDKEAGERQIYHRYCMERAAAHCAHVFTTVSQITAIEAQHLLKRKPDIVTPNGLNVKKFSAMHEFQNLHAQS.... The miRNA is hsa-miR-27b-3p with sequence UUCACAGUGGCUAAGUUCUGC.